Dataset: Forward reaction prediction with 1.9M reactions from USPTO patents (1976-2016). Task: Predict the product of the given reaction. (1) Given the reactants [CH2:1]([O:3][C:4]([C:6]1([C:9]2[CH:14]=[CH:13][C:12]([C:15]3[CH:20]=[CH:19][C:18]([C:21]4[O:25][N:24]=[C:23]([CH3:26])[C:22]=4[NH2:27])=[CH:17][CH:16]=3)=[CH:11][CH:10]=2)[CH2:8][CH2:7]1)=[O:5])[CH3:2].Br[C:29]1[CH:34]=[CH:33][CH:32]=[C:31]([O:35][CH:36]2[CH2:39][CH2:38][CH2:37]2)[N:30]=1, predict the reaction product. The product is: [CH2:1]([O:3][C:4]([C:6]1([C:9]2[CH:10]=[CH:11][C:12]([C:15]3[CH:20]=[CH:19][C:18]([C:21]4[O:25][N:24]=[C:23]([CH3:26])[C:22]=4[NH:27][C:29]4[CH:34]=[CH:33][CH:32]=[C:31]([O:35][CH:36]5[CH2:39][CH2:38][CH2:37]5)[N:30]=4)=[CH:17][CH:16]=3)=[CH:13][CH:14]=2)[CH2:8][CH2:7]1)=[O:5])[CH3:2]. (2) Given the reactants [C:1]([Si:5]([CH3:20])([CH3:19])[O:6][CH2:7][CH2:8][C:9]([CH3:18])([CH3:17])[CH2:10][CH2:11]OS(C)(=O)=O)([CH3:4])([CH3:3])[CH3:2].[N-:21]=[N+:22]=[N-:23].[Na+].O, predict the reaction product. The product is: [N:21]([CH2:11][CH2:10][C:9]([CH3:18])([CH3:17])[CH2:8][CH2:7][O:6][Si:5]([C:1]([CH3:4])([CH3:3])[CH3:2])([CH3:20])[CH3:19])=[N+:22]=[N-:23]. (3) Given the reactants [C@H:1]12[CH2:6][C@H:5]1[CH2:4][C@@H:3]([CH2:7][NH:8][C:9]([C:11]1[CH:12]=[CH:13][CH:14]=[C:15]3[O:19][CH:18]=[CH:17][C:16]=13)=[O:10])[NH:2]2.[CH3:20][C:21]1[S:22][C:23]([C:29]2[CH:30]=[C:31]([CH3:35])[CH:32]=[CH:33][CH:34]=2)=[C:24]([C:26](O)=[O:27])[N:25]=1, predict the reaction product. The product is: [CH3:20][C:21]1[S:22][C:23]([C:29]2[CH:30]=[C:31]([CH3:35])[CH:32]=[CH:33][CH:34]=2)=[C:24]([C:26]([N:2]2[C@H:3]([CH2:7][NH:8][C:9]([C:11]3[CH:12]=[CH:13][CH:14]=[C:15]4[O:19][CH:18]=[CH:17][C:16]=34)=[O:10])[CH2:4][C@H:5]3[C@@H:1]2[CH2:6]3)=[O:27])[N:25]=1. (4) The product is: [CH:24]([C:23]1[C:22](=[O:26])[O:21][CH2:20][C:19]=1[N:3]1[CH2:4][CH2:5][C:6]2([CH2:7][CH2:8][N:9]([C:12]([O:14][C:15]([CH3:18])([CH3:17])[CH3:16])=[O:13])[CH2:10][CH2:11]2)[C:2]1=[O:1])=[O:28]. Given the reactants [O:1]=[C:2]1[C:6]2([CH2:11][CH2:10][N:9]([C:12]([O:14][C:15]([CH3:18])([CH3:17])[CH3:16])=[O:13])[CH2:8][CH2:7]2)[CH2:5][CH2:4][N:3]1[C:19]1[CH2:20][O:21][C:22](=[O:26])[C:23]=1[CH:24]=C.I([O-])(=O)(=O)=[O:28].[Na+], predict the reaction product. (5) Given the reactants [C:1]1([S:7](Cl)(=[O:9])=[O:8])C=[CH:5][CH:4]=[CH:3][CH:2]=1.C(O[C:16](=[O:35])[NH:17][C@H:18]([C:23](=[O:34])[NH:24][CH:25]1[CH2:31][CH:30]([CH3:32])[CH2:29][NH:28][CH2:27][CH:26]1[OH:33])[CH2:19][CH:20]([CH3:22])[CH3:21])(C)(C)C.C(OC(=O)[NH:42][C@H](C(=O)NC1CCCNCC1O)CC(C)C)(C)(C)C.[O:60]1[C:64]2[CH:65]=[CH:66][CH:67]=[CH:68][C:63]=2[CH:62]=[C:61]1C(O)=O.O1C2C=CC(C(O)=O)=CC=2OC1, predict the reaction product. The product is: [CH3:22][CH:20]([CH3:21])[CH2:19][C@H:18]([NH:17][C:16]([C:61]1[O:60][C:64]2[CH:65]=[CH:66][CH:67]=[CH:68][C:63]=2[CH:62]=1)=[O:35])[C:23](=[O:34])[NH:24][CH:25]1[CH2:31][CH:30]([CH3:32])[CH2:29][N:28]([S:7]([C:1]2[CH:2]=[CH:3][CH:4]=[CH:5][N:42]=2)(=[O:9])=[O:8])[CH2:27][C:26]1=[O:33]. (6) Given the reactants [C:1]([O:5][C:6](=[O:41])[NH:7][CH:8]([C:36](=[O:40])[N:37]([CH3:39])[CH3:38])[CH2:9][C:10]1[CH:15]=[CH:14][C:13]([O:16][C:17]2[CH:22]=[CH:21][CH:20]=[CH:19][C:18]=2[CH2:23][CH2:24][C:25](=[O:35])[NH:26][O:27]CC2C=CC=CC=2)=[CH:12][CH:11]=1)([CH3:4])([CH3:3])[CH3:2].[H][H], predict the reaction product. The product is: [C:1]([O:5][C:6](=[O:41])[NH:7][CH:8]([C:36](=[O:40])[N:37]([CH3:39])[CH3:38])[CH2:9][C:10]1[CH:11]=[CH:12][C:13]([O:16][C:17]2[CH:22]=[CH:21][CH:20]=[CH:19][C:18]=2[CH2:23][CH2:24][C:25](=[O:35])[NH:26][OH:27])=[CH:14][CH:15]=1)([CH3:2])([CH3:4])[CH3:3]. (7) Given the reactants N[CH2:2][CH2:3][CH2:4][CH2:5][CH2:6][CH2:7][CH2:8][C:9]([O:11]CCCC)=[O:10].C1CCCCCCC=1.C1=CCCCCCC1.C(OC(=O)C)(=[O:34])C, predict the reaction product. The product is: [O:34]=[CH:2][CH2:3][CH2:4][CH2:5][CH2:6][CH2:7][CH2:8][C:9]([OH:11])=[O:10]. (8) Given the reactants [NH2:1][C@H:2]1[CH2:7][CH2:6][CH2:5][C@@H:4]([NH:8][C:9](=[O:15])[O:10][C:11]([CH3:14])([CH3:13])[CH3:12])[CH2:3]1.[CH:16]([C:19]1[CH:24]=[C:23]([CH:25]([CH3:27])[CH3:26])[CH:22]=[C:21]([CH:28]([CH3:30])[CH3:29])[C:20]=1[S:31](Cl)(=[O:33])=[O:32])([CH3:18])[CH3:17], predict the reaction product. The product is: [CH:16]([C:19]1[CH:24]=[C:23]([CH:25]([CH3:26])[CH3:27])[CH:22]=[C:21]([CH:28]([CH3:30])[CH3:29])[C:20]=1[S:31]([NH:1][C@H:2]1[CH2:7][CH2:6][CH2:5][C@@H:4]([NH:8][C:9](=[O:15])[O:10][C:11]([CH3:12])([CH3:14])[CH3:13])[CH2:3]1)(=[O:33])=[O:32])([CH3:17])[CH3:18]. (9) Given the reactants Br[C:2]1[CH:35]=[CH:34][C:5]([CH2:6][C:7]2[N:8]([C:20]3[CH:21]=[C:22]([N:26]4[S:30](=[O:32])(=[O:31])[NH:29][C:28](=[O:33])[CH2:27]4)[CH:23]=[CH:24][CH:25]=3)[CH:9]=[C:10]([C:12]3[CH:17]=[CH:16][C:15]([Cl:18])=[CH:14][C:13]=3[Cl:19])[N:11]=2)=[CH:4][CH:3]=1.[C:36]([C:40]1[CH:45]=[CH:44][C:43](B(O)O)=[CH:42][CH:41]=1)([CH3:39])([CH3:38])[CH3:37], predict the reaction product. The product is: [C:36]([C:40]1[CH:45]=[CH:44][C:43]([C:2]2[CH:35]=[CH:34][C:5]([CH2:6][C:7]3[N:8]([C:20]4[CH:21]=[C:22]([N:26]5[S:30](=[O:32])(=[O:31])[NH:29][C:28](=[O:33])[CH2:27]5)[CH:23]=[CH:24][CH:25]=4)[CH:9]=[C:10]([C:12]4[CH:17]=[CH:16][C:15]([Cl:18])=[CH:14][C:13]=4[Cl:19])[N:11]=3)=[CH:4][CH:3]=2)=[CH:42][CH:41]=1)([CH3:39])([CH3:38])[CH3:37]. (10) Given the reactants Cl.[Cl:2][C:3]1[CH:4]=[C:5]([NH:10][C:11]([N:13]2[CH2:18][CH2:17][N:16]([C:19]([CH:21]3[CH2:26][CH2:25][CH2:24][NH:23][CH2:22]3)=[O:20])[CH2:15][CH2:14]2)=[O:12])[CH:6]=[CH:7][C:8]=1[Cl:9].C(=O)([O-])[O-].[K+].[K+].[CH2:33](Br)[CH3:34], predict the reaction product. The product is: [Cl:2][C:3]1[CH:4]=[C:5]([NH:10][C:11]([N:13]2[CH2:14][CH2:15][N:16]([C:19]([CH:21]3[CH2:26][CH2:25][CH2:24][N:23]([CH2:33][CH3:34])[CH2:22]3)=[O:20])[CH2:17][CH2:18]2)=[O:12])[CH:6]=[CH:7][C:8]=1[Cl:9].